Dataset: Peptide-MHC class II binding affinity with 134,281 pairs from IEDB. Task: Regression. Given a peptide amino acid sequence and an MHC pseudo amino acid sequence, predict their binding affinity value. This is MHC class II binding data. (1) The peptide sequence is WKSILTDPRVKIMRS. The MHC is DRB1_0401 with pseudo-sequence DRB1_0401. The binding affinity (normalized) is 0.515. (2) The peptide sequence is TVFGSAFQGLFGGLNKK. The MHC is DRB1_0301 with pseudo-sequence DRB1_0301. The binding affinity (normalized) is 0.228. (3) The peptide sequence is GAGVMVEGVFHTLWHTTK. The MHC is DRB1_0405 with pseudo-sequence DRB1_0405. The binding affinity (normalized) is 0. (4) The peptide sequence is DRLHPVHAGPVAPGQ. The MHC is DRB1_1302 with pseudo-sequence DRB1_1302. The binding affinity (normalized) is 0.298. (5) The peptide sequence is NSLVYGASDSNVYDL. The MHC is DRB1_0901 with pseudo-sequence DRB1_0901. The binding affinity (normalized) is 0.236. (6) The peptide sequence is LLKLTVAVGLHFHEM. The MHC is DRB1_0701 with pseudo-sequence DRB1_0701. The binding affinity (normalized) is 0.787. (7) The peptide sequence is GEPGIAGFKGEAGPK. The MHC is H-2-IAq with pseudo-sequence H-2-IAq. The binding affinity (normalized) is 0.277. (8) The peptide sequence is MANSRAFALVLLFCA. The MHC is HLA-DPA10103-DPB10201 with pseudo-sequence HLA-DPA10103-DPB10201. The binding affinity (normalized) is 0.250. (9) The peptide sequence is RRAIDLPTHENHGLK. The MHC is DRB1_1101 with pseudo-sequence DRB1_1101. The binding affinity (normalized) is 0. (10) The peptide sequence is YDKILANVSTVLTGK. The MHC is DRB1_0401 with pseudo-sequence DRB1_0401. The binding affinity (normalized) is 0.682.